Dataset: Full USPTO retrosynthesis dataset with 1.9M reactions from patents (1976-2016). Task: Predict the reactants needed to synthesize the given product. (1) The reactants are: [C:1]([CH:4]([CH2:16][CH2:17][C:18]1[CH:23]=[CH:22][C:21]([C:24]#[N:25])=[CH:20][CH:19]=1)[CH2:5][C:6]1[CH:15]=[CH:14][C:9]([C:10]([O:12][CH3:13])=[O:11])=[CH:8][CH:7]=1)(O)=[O:2].C(=O)(O)[O-].[Na+]. Given the product [C:24]([C:21]1[CH:20]=[CH:19][C:18]([CH2:17][CH2:16][CH:4]([CH2:1][OH:2])[CH2:5][C:6]2[CH:7]=[CH:8][C:9]([C:10]([O:12][CH3:13])=[O:11])=[CH:14][CH:15]=2)=[CH:23][CH:22]=1)#[N:25], predict the reactants needed to synthesize it. (2) The reactants are: [CH2:1]([O:3][C:4](=[O:23])[C@H:5]([CH2:15][C:16]1[CH:21]=[CH:20][C:19]([OH:22])=[CH:18][CH:17]=1)[NH:6][C:7](=[O:14])[C:8]1[CH:13]=[CH:12][CH:11]=[CH:10][CH:9]=1)[CH3:2].[CH2:24]([S:36][CH:37](O)[CH3:38])[CH2:25][CH2:26][CH2:27][CH2:28][CH2:29][CH2:30][CH2:31][CH2:32][CH2:33][CH2:34][CH3:35]. Given the product [CH2:1]([O:3][C:4](=[O:23])[C@H:5]([CH2:15][C:16]1[CH:21]=[CH:20][C:19]([O:22][CH2:38][CH2:37][S:36][CH2:24][CH2:25][CH2:26][CH2:27][CH2:28][CH2:29][CH2:30][CH2:31][CH2:32][CH2:33][CH2:34][CH3:35])=[CH:18][CH:17]=1)[NH:6][C:7](=[O:14])[C:8]1[CH:13]=[CH:12][CH:11]=[CH:10][CH:9]=1)[CH3:2], predict the reactants needed to synthesize it. (3) The reactants are: [CH3:1][O:2][C:3](=[O:27])/[CH:4]=[CH:5]/[C:6]1[CH:11]=[CH:10][C:9]([CH2:12][N:13]2[C:17]3=[N:18][C:19]([CH3:23])=[CH:20][C:21]([CH3:22])=[C:16]3[N:15]=[C:14]2[CH2:24][CH2:25][CH3:26])=[CH:8][CH:7]=1.Br[C:29]1C=CC(CN2C3=NC(C)=CC(C)=C3N=C2CCCC)=CC=1. Given the product [CH3:1][O:2][C:3](=[O:27])/[CH:4]=[CH:5]/[C:6]1[CH:7]=[CH:8][C:9]([CH2:12][N:13]2[C:17]3=[N:18][C:19]([CH3:23])=[CH:20][C:21]([CH3:22])=[C:16]3[N:15]=[C:14]2[CH2:24][CH2:25][CH2:26][CH3:29])=[CH:10][CH:11]=1, predict the reactants needed to synthesize it. (4) Given the product [CH3:15][N:6]1[C:7]2[C:3](=[C:2]([CH3:1])[CH:10]=[C:9]([NH2:11])[CH:8]=2)[CH:4]=[N:5]1.[CH3:15][N:5]1[CH:4]=[C:3]2[C:7]([CH:8]=[C:9]([NH2:11])[CH:10]=[C:2]2[CH3:1])=[N:6]1, predict the reactants needed to synthesize it. The reactants are: [CH3:1][C:2]1[CH:10]=[C:9]([N+:11]([O-])=O)[CH:8]=[C:7]2[C:3]=1[CH:4]=[N:5][NH:6]2.I[CH3:15]. (5) Given the product [Cl:9][C:10]1[CH:11]=[C:12]2[C:16](=[CH:17][CH:18]=1)[NH:15][CH:14]=[C:13]2[CH2:19][CH2:20][NH:21][C:27](=[O:28])[C:26]1[CH:30]=[CH:31][C:23]([I:22])=[CH:24][CH:25]=1, predict the reactants needed to synthesize it. The reactants are: C(N(CC)CC)C.Cl.[Cl:9][C:10]1[CH:11]=[C:12]2[C:16](=[CH:17][CH:18]=1)[NH:15][CH:14]=[C:13]2[CH2:19][CH2:20][NH2:21].[I:22][C:23]1[CH:31]=[CH:30][C:26]([C:27](Cl)=[O:28])=[CH:25][CH:24]=1. (6) Given the product [C:30]([O:29][C:27]([N:21]1[CH2:26][CH2:25][N:24]([C:12]2[CH:13]=[CH:14][C:9]([C:3]([OH:8])([C:2]([F:1])([F:19])[F:20])[C:4]([F:7])([F:5])[F:6])=[CH:10][C:11]=2[N+:16]([O-:18])=[O:17])[CH2:23][CH2:22]1)=[O:28])([CH3:33])([CH3:31])[CH3:32], predict the reactants needed to synthesize it. The reactants are: [F:1][C:2]([F:20])([F:19])[C:3]([C:9]1[CH:14]=[CH:13][C:12](F)=[C:11]([N+:16]([O-:18])=[O:17])[CH:10]=1)([OH:8])[C:4]([F:7])([F:6])[F:5].[N:21]1([C:27]([O:29][C:30]([CH3:33])([CH3:32])[CH3:31])=[O:28])[CH2:26][CH2:25][NH:24][CH2:23][CH2:22]1.